From a dataset of Merck oncology drug combination screen with 23,052 pairs across 39 cell lines. Regression. Given two drug SMILES strings and cell line genomic features, predict the synergy score measuring deviation from expected non-interaction effect. (1) Drug 1: CCC1(O)CC2CN(CCc3c([nH]c4ccccc34)C(C(=O)OC)(c3cc4c(cc3OC)N(C)C3C(O)(C(=O)OC)C(OC(C)=O)C5(CC)C=CCN6CCC43C65)C2)C1. Drug 2: CC1(c2nc3c(C(N)=O)cccc3[nH]2)CCCN1. Cell line: ES2. Synergy scores: synergy=-12.7. (2) Drug 1: NC(=O)c1cccc2cn(-c3ccc(C4CCCNC4)cc3)nc12. Drug 2: NC1(c2ccc(-c3nc4ccn5c(=O)[nH]nc5c4cc3-c3ccccc3)cc2)CCC1. Cell line: HT144. Synergy scores: synergy=10.1.